This data is from NCI-60 drug combinations with 297,098 pairs across 59 cell lines. The task is: Regression. Given two drug SMILES strings and cell line genomic features, predict the synergy score measuring deviation from expected non-interaction effect. Drug 1: COC1=NC(=NC2=C1N=CN2C3C(C(C(O3)CO)O)O)N. Drug 2: C1CCC(C(C1)N)N.C(=O)(C(=O)[O-])[O-].[Pt+4]. Cell line: SF-295. Synergy scores: CSS=18.1, Synergy_ZIP=-7.00, Synergy_Bliss=-5.16, Synergy_Loewe=-32.1, Synergy_HSA=-3.34.